Predict which catalyst facilitates the given reaction. From a dataset of Catalyst prediction with 721,799 reactions and 888 catalyst types from USPTO. (1) Reactant: [OH:1][C:2]1[C:7]([C:8]([OH:10])=O)=[CH:6][N:5]=[C:4]([N:11]2[CH:15]=[CH:14][CH:13]=[N:12]2)[N:3]=1.CCN(CC)CC.CN(C(ON1N=NC2C=CC=NC1=2)=[N+](C)C)C.F[P-](F)(F)(F)(F)F.[NH2:47][C@H:48]([C:61]1[CH:66]=[CH:65][CH:64]=[CH:63][CH:62]=1)[C:49]1[CH:50]=[C:51]([P:55]([CH3:60])(=[O:59])[O:56][CH2:57][CH3:58])[CH:52]=[CH:53][CH:54]=1. Product: [OH:1][C:2]1[C:7]([C:8]([NH:47][C@H:48]([C:61]2[CH:62]=[CH:63][CH:64]=[CH:65][CH:66]=2)[C:49]2[CH:50]=[C:51]([P:55]([CH3:60])(=[O:59])[O:56][CH2:57][CH3:58])[CH:52]=[CH:53][CH:54]=2)=[O:10])=[CH:6][N:5]=[C:4]([N:11]2[CH:15]=[CH:14][CH:13]=[N:12]2)[N:3]=1. The catalyst class is: 23. (2) Reactant: [CH2:1]([O:8][C:9]([NH:11][C@H:12]([CH:16]1[CH2:21][CH2:20][CH2:19][CH2:18][CH2:17]1)[C:13]([OH:15])=O)=[O:10])[C:2]1[CH:7]=[CH:6][CH:5]=[CH:4][CH:3]=1.CN([C:25]([O:29][N:30]1N=NC2C=CC=N[C:31]1=2)=[N+](C)C)C.F[P-](F)(F)(F)(F)F.Cl.CNOC.CN1CCOCC1. Product: [CH2:1]([O:8][C:9](=[O:10])[NH:11][C@H:12]([CH:16]1[CH2:21][CH2:20][CH2:19][CH2:18][CH2:17]1)[C:13](=[O:15])[N:30]([O:29][CH3:25])[CH3:31])[C:2]1[CH:3]=[CH:4][CH:5]=[CH:6][CH:7]=1. The catalyst class is: 31. (3) Reactant: C[O:2][C:3]([C:5]1([C:8]2[CH:13]=[CH:12][C:11]([C:14]3[CH:19]=[CH:18][C:17]([N:20]4[C:24]([NH:25][C:26]([O:28][CH:29]([CH3:31])[CH3:30])=[O:27])=[C:23]([CH3:32])[N:22]=[N:21]4)=[CH:16][CH:15]=3)=[CH:10][CH:9]=2)[CH2:7][CH2:6]1)=[O:4].C1COCC1.[Li+].[OH-].Cl. Product: [CH:29]([O:28][C:26]([NH:25][C:24]1[N:20]([C:17]2[CH:18]=[CH:19][C:14]([C:11]3[CH:10]=[CH:9][C:8]([C:5]4([C:3]([OH:4])=[O:2])[CH2:7][CH2:6]4)=[CH:13][CH:12]=3)=[CH:15][CH:16]=2)[N:21]=[N:22][C:23]=1[CH3:32])=[O:27])([CH3:31])[CH3:30]. The catalyst class is: 6. (4) Reactant: [Cl:1][C:2]1[C:3]([O:12][C:13]2[CH:18]=[C:17]([O:19][CH2:20][CH2:21][O:22][CH3:23])[CH:16]=[CH:15][C:14]=2/[CH:24]=[CH:25]/[CH2:26][OH:27])=[N:4][CH:5]=[C:6]([C:8]([F:11])([F:10])[F:9])[CH:7]=1.Cl[S:29]([N:32]=[C:33]=[O:34])(=[O:31])=[O:30].[NH:35]1[CH2:39][CH2:38][CH2:37][CH2:36]1.Cl. Product: [N:35]1([S:29]([NH:32][C:33](=[O:34])[O:27][CH2:26]/[CH:25]=[CH:24]/[C:14]2[CH:15]=[CH:16][C:17]([O:19][CH2:20][CH2:21][O:22][CH3:23])=[CH:18][C:13]=2[O:12][C:3]2[C:2]([Cl:1])=[CH:7][C:6]([C:8]([F:9])([F:11])[F:10])=[CH:5][N:4]=2)(=[O:31])=[O:30])[CH2:39][CH2:38][CH2:37][CH2:36]1. The catalyst class is: 852.